Dataset: Reaction yield outcomes from USPTO patents with 853,638 reactions. Task: Predict the reaction yield, written as a fraction of the theoretical maximum amount of product (1.0 means a 100% yield; for example, 0.34 means a 34% yield). (1) The reactants are [CH3:1][O:2][C:3]1[C:4](=[O:25])[C:5]([CH3:24])=[C:6]([CH2:12][C:13]2[CH:18]=[CH:17][C:16]([CH:19]=[CH:20][C:21](O)=[O:22])=[CH:15][CH:14]=2)[C:7](=[O:11])[C:8]=1[O:9][CH3:10].[NH:26]1[CH2:31][CH2:30][O:29][CH2:28][CH2:27]1. No catalyst specified. The product is [CH3:1][O:2][C:3]1[C:4](=[O:25])[C:5]([CH3:24])=[C:6]([CH2:12][C:13]2[CH:14]=[CH:15][C:16]([CH:19]=[CH:20][C:21]([N:26]3[CH2:31][CH2:30][O:29][CH2:28][CH2:27]3)=[O:22])=[CH:17][CH:18]=2)[C:7](=[O:11])[C:8]=1[O:9][CH3:10]. The yield is 0.430. (2) The catalyst is CCO. The product is [Cl:2][C:3]1[C:8]([Cl:9])=[CH:7][CH:6]=[CH:5][C:4]=1[S:10]([NH:13][C:14]1[CH:19]=[CH:18][C:17]([CH:20]([C:21]#[N:22])[CH:23]=[O:25])=[CH:16][CH:15]=1)(=[O:11])=[O:12]. The reactants are [Na].[Cl:2][C:3]1[C:8]([Cl:9])=[CH:7][CH:6]=[CH:5][C:4]=1[S:10]([NH:13][C:14]1[CH:19]=[CH:18][C:17]([CH2:20][C:21]#[N:22])=[CH:16][CH:15]=1)(=[O:12])=[O:11].[CH2:23]([O:25]C=O)C. The yield is 0.0100. (3) The reactants are [C:8](O[C:8]([C:10]([F:13])([F:12])[F:11])=[O:9])([C:10]([F:13])([F:12])[F:11])=[O:9].[C:14]1([C@@H:20]([NH2:23])[CH2:21]C)[CH:19]=[CH:18][CH:17]=[CH:16][CH:15]=1.S(O)(C)(=O)=O.CC1(C)N([Br:37])C(=O)N(Br)C1=O. The catalyst is C(Cl)Cl. The product is [Br:37][C:17]1[CH:18]=[CH:19][C:14]([C@H:20]([NH:23][C:8](=[O:9])[C:10]([F:11])([F:12])[F:13])[CH3:21])=[CH:15][CH:16]=1. The yield is 0.440. (4) The reactants are [C:1](Cl)([C:3]([CH3:6])([CH3:5])[CH3:4])=[O:2].N1C=CC=CC=1.[CH2:14]([OH:22])[CH2:15][CH2:16][CH2:17][CH2:18][CH2:19][CH2:20][OH:21].O. The catalyst is C(Cl)(Cl)Cl. The product is [C:1]([O:21][CH2:20][CH2:19][CH2:18][CH2:17][CH2:16][CH2:15][CH2:14][OH:22])(=[O:2])[C:3]([CH3:6])([CH3:5])[CH3:4]. The yield is 0.680. (5) The reactants are Cl[C:2]1[S:3][CH:4]=[CH:5][C:6]=1[N+:7]([O-:9])=[O:8].[CH3:10][C:11]1[N:12]=[CH:13][NH:14][CH:15]=1. No catalyst specified. The product is [CH3:10][C:11]1[N:12]=[CH:13][N:14]([C:2]2[S:3][CH:4]=[CH:5][C:6]=2[N+:7]([O-:9])=[O:8])[CH:15]=1. The yield is 0.490. (6) The reactants are [OH:1][CH2:2][C:3]1[C:8]([CH3:9])=[CH:7][C:6]([NH:10][C:11]([CH2:13][CH2:14][N:15]2[CH2:20][CH2:19][CH:18]([O:21][C:22](=[O:36])[NH:23][C:24]3[CH:29]=[CH:28][CH:27]=[CH:26][C:25]=3[C:30]3[CH:35]=[CH:34][CH:33]=[CH:32][CH:31]=3)[CH2:17][CH2:16]2)=[O:12])=[C:5]([CH3:37])[CH:4]=1.CS(C)=O.C(N(C(C)C)CC)(C)C.O. The catalyst is ClCCl. The product is [CH:2]([C:3]1[C:8]([CH3:9])=[CH:7][C:6]([NH:10][C:11]([CH2:13][CH2:14][N:15]2[CH2:16][CH2:17][CH:18]([O:21][C:22](=[O:36])[NH:23][C:24]3[CH:29]=[CH:28][CH:27]=[CH:26][C:25]=3[C:30]3[CH:35]=[CH:34][CH:33]=[CH:32][CH:31]=3)[CH2:19][CH2:20]2)=[O:12])=[C:5]([CH3:37])[CH:4]=1)=[O:1]. The yield is 1.00. (7) The reactants are [I:1][C:2]1[C:3]([S:11][C:12]2[N:13]([CH2:22][CH2:23][CH2:24][CH2:25][CH2:26][N:27]3[C:35](=[O:36])[C:34]4[C:29](=[CH:30][CH:31]=[CH:32][CH:33]=4)[C:28]3=[O:37])[C:14]3[N:15]=[CH:16][NH:17][C:18](=[O:21])[C:19]=3[N:20]=2)=[CH:4][C:5]2[O:9][CH2:8][O:7][C:6]=2[CH:10]=1.C(N(CC)C(C)C)(C)C.[CH3:47][O:48][CH2:49][CH2:50][O:51][CH2:52]Cl. The catalyst is C(Cl)Cl. The product is [I:1][C:2]1[C:3]([S:11][C:12]2[N:13]([CH2:22][CH2:23][CH2:24][CH2:25][CH2:26][N:27]3[C:28](=[O:37])[C:29]4[C:34](=[CH:33][CH:32]=[CH:31][CH:30]=4)[C:35]3=[O:36])[C:14]3[N:15]=[CH:16][N:17]([CH2:47][O:48][CH2:49][CH2:50][O:51][CH3:52])[C:18](=[O:21])[C:19]=3[N:20]=2)=[CH:4][C:5]2[O:9][CH2:8][O:7][C:6]=2[CH:10]=1. The yield is 0.620.